The task is: Predict the reactants needed to synthesize the given product.. This data is from Full USPTO retrosynthesis dataset with 1.9M reactions from patents (1976-2016). (1) Given the product [CH2:13]([C:15]1([CH2:16][CH3:17])[O:18][C:2](=[O:4])[N:25]([CH2:26][CH2:27][C:28]([NH:31][C:32](=[O:38])[O:33][C:34]([CH3:36])([CH3:35])[CH3:37])([CH3:29])[CH3:30])[C:20]2[CH:21]=[CH:22][CH:23]=[CH:24][C:19]1=2)[CH3:14], predict the reactants needed to synthesize it. The reactants are: Cl[C:2](Cl)([O:4]C(=O)OC(Cl)(Cl)Cl)Cl.[CH2:13]([C:15]([C:19]1[CH:24]=[CH:23][CH:22]=[CH:21][C:20]=1[NH:25][CH2:26][CH2:27][C:28]([NH:31][C:32](=[O:38])[O:33][C:34]([CH3:37])([CH3:36])[CH3:35])([CH3:30])[CH3:29])([OH:18])[CH2:16][CH3:17])[CH3:14].C(N(CC)CC)C. (2) Given the product [CH:33]1([CH2:39][N:2]2[CH2:3][CH2:4][C:5]3[C:10](=[CH:9][CH:8]=[CH:7][C:6]=3[O:11][C:12]3[C:17]([NH:18][C:19]([NH:21][C:22]4[CH:27]=[CH:26][C:25]([O:28][C:29]([F:32])([F:30])[F:31])=[CH:24][CH:23]=4)=[O:20])=[CH:16][CH:15]=[CH:14][N:13]=3)[CH2:1]2)[CH2:38][CH2:37][CH2:36][CH2:35][CH2:34]1, predict the reactants needed to synthesize it. The reactants are: [CH2:1]1[C:10]2[C:5](=[C:6]([O:11][C:12]3[C:17]([NH:18][C:19]([NH:21][C:22]4[CH:27]=[CH:26][C:25]([O:28][C:29]([F:32])([F:31])[F:30])=[CH:24][CH:23]=4)=[O:20])=[CH:16][CH:15]=[CH:14][N:13]=3)[CH:7]=[CH:8][CH:9]=2)[CH2:4][CH2:3][NH:2]1.[CH:33]1([CH:39]=O)[CH2:38][CH2:37][CH2:36][CH2:35][CH2:34]1.COC(OC)OC.C(O[BH-](OC(=O)C)OC(=O)C)(=O)C. (3) Given the product [CH:1]1([C:4]2[C:5]([C:20]3[CH:21]=[CH:22][C:23]4[O:28][CH2:27][CH2:26][CH2:25][C:24]=4[CH:29]=3)=[C:6]([CH:11]([O:16][CH:17]3[CH2:18][CH2:19]3)[C:12]([OH:14])=[O:13])[C:7]([CH3:10])=[CH:8][CH:9]=2)[CH2:3][CH2:2]1, predict the reactants needed to synthesize it. The reactants are: [CH:1]1([C:4]2[C:5]([C:20]3[CH:21]=[CH:22][C:23]4[O:28][CH2:27][CH2:26][CH2:25][C:24]=4[CH:29]=3)=[C:6]([CH:11]([O:16][CH:17]3[CH2:19][CH2:18]3)[C:12]([O:14]C)=[O:13])[C:7]([CH3:10])=[CH:8][CH:9]=2)[CH2:3][CH2:2]1.[OH-].[Na+].O. (4) Given the product [NH2:19][C@@:9]([C:4]1[C:5]([F:8])=[N:6][CH:7]=[C:2]([Br:1])[CH:3]=1)([CH2:10][F:11])[CH2:12][C@H:13]([OH:18])[C:14]([F:16])([F:15])[F:17], predict the reactants needed to synthesize it. The reactants are: [Br:1][C:2]1[CH:3]=[C:4]([C@@:9]([NH:19][S@@](C(C)(C)C)=O)([CH2:12][C@H:13]([OH:18])[C:14]([F:17])([F:16])[F:15])[CH2:10][F:11])[C:5]([F:8])=[N:6][CH:7]=1.Cl.O1CCOCC1. (5) Given the product [ClH:30].[CH3:1][N:2]([CH2:3][C:4]1[S:8][C:7]2[CH:9]=[CH:10][CH:11]=[CH:12][C:6]=2[C:5]=1[CH3:13])[C:53](=[O:54])/[CH:52]=[CH:51]/[C:48]1[CH:49]=[N:50][C:44]2[NH:43][C:42](=[O:56])[CH2:41][N:40]([CH2:39][C:38]([N:35]3[CH2:34][CH2:33][N:32]([CH3:31])[CH2:37][CH2:36]3)=[O:57])[CH2:46][C:45]=2[CH:47]=1, predict the reactants needed to synthesize it. The reactants are: [CH3:1][NH:2][CH2:3][C:4]1[S:8][C:7]2[CH:9]=[CH:10][CH:11]=[CH:12][C:6]=2[C:5]=1[CH3:13].CNCC1C=CC2C(=CC=CC=2)C=1CCC.[ClH:30].[CH3:31][N:32]1[CH2:37][CH2:36][N:35]([C:38](=[O:57])[CH2:39][N:40]2[CH2:46][C:45]3[CH:47]=[C:48](/[CH:51]=[CH:52]/[C:53](O)=[O:54])[CH:49]=[N:50][C:44]=3[NH:43][C:42](=[O:56])[CH2:41]2)[CH2:34][CH2:33]1.Cl.CN1CC2C=C(/C=C/C(O)=O)C=NC=2NC(=O)C1. (6) Given the product [BrH:5].[CH2:11]([O:10][C:8]([C:7]1[N:1]=[C:2]([NH2:4])[S:3][CH:6]=1)=[O:9])[CH3:12], predict the reactants needed to synthesize it. The reactants are: [NH2:1][C:2]([NH2:4])=[S:3].[Br:5][CH2:6][C:7](=O)[C:8]([O:10][CH2:11][CH3:12])=[O:9]. (7) Given the product [CH3:15][Si:14]([C:12]#[C:13][C:2]1[CH:7]=[CH:6][CH:5]=[CH:4][C:3]=1[NH:8][C:9]([NH2:11])=[O:10])([CH3:17])[CH3:16], predict the reactants needed to synthesize it. The reactants are: I[C:2]1[CH:7]=[CH:6][CH:5]=[CH:4][C:3]=1[NH:8][C:9]([NH2:11])=[O:10].[C:12]([Si:14]([CH3:17])([CH3:16])[CH3:15])#[CH:13].C(N(CC)CC)C.